From a dataset of Reaction yield outcomes from USPTO patents with 853,638 reactions. Predict the reaction yield, written as a fraction of the theoretical maximum amount of product (1.0 means a 100% yield; for example, 0.34 means a 34% yield). (1) The reactants are Br[C:2]1[CH:3]=[C:4]2[C:9](=[CH:10][C:11]=1[CH:12]([F:14])[F:13])[N:8]([C:15]1[C:19]3[CH2:20][N:21]([C:24]([O:26][C:27]([CH3:30])([CH3:29])[CH3:28])=[O:25])[CH2:22][CH2:23][C:18]=3[N:17]([CH:31]3[CH2:36][CH2:35][O:34][CH2:33][CH2:32]3)[N:16]=1)[CH2:7][CH2:6][CH:5]2[CH3:37].[CH3:38][N:39]1[CH:43]=[C:42](B2OC(C)(C)C(C)(C)O2)[CH:41]=[N:40]1.C([O-])([O-])=O.[Na+].[Na+].C1(P(C2CCCCC2)C2C=CC=CC=2C2C(C(C)C)=CC(C(C)C)=CC=2C(C)C)CCCCC1. The catalyst is C1COCC1.O.CC(C1C=C(C(C)C)C(C2C=CC=C(P(C3CCCCC3)C3CCCCC3)C=2)=C(C(C)C)C=1)C.C1C=[C-]C(C2C(N)=CC=CC=2)=CC=1.Cl[Pd+]. The product is [F:13][CH:12]([F:14])[C:11]1[CH:10]=[C:9]2[C:4]([CH:5]([CH3:37])[CH2:6][CH2:7][N:8]2[C:15]2[C:19]3[CH2:20][N:21]([C:24]([O:26][C:27]([CH3:29])([CH3:28])[CH3:30])=[O:25])[CH2:22][CH2:23][C:18]=3[N:17]([CH:31]3[CH2:36][CH2:35][O:34][CH2:33][CH2:32]3)[N:16]=2)=[CH:3][C:2]=1[C:42]1[CH:41]=[N:40][N:39]([CH3:38])[CH:43]=1. The yield is 0.700. (2) The reactants are [C:1]1([S:7](Cl)(=[O:9])=[O:8])[CH:6]=[CH:5][CH:4]=[CH:3][CH:2]=1.Cl.[Br:12][C:13]1[CH:22]=[CH:21][C:20]([NH2:23])=[C:19]2[C:14]=1[CH:15]=[CH:16][CH:17]=[N:18]2.N1C=CC=CC=1.O. The catalyst is C(Cl)Cl. The product is [Br:12][C:13]1[CH:22]=[CH:21][C:20]([NH:23][S:7]([C:1]2[CH:6]=[CH:5][CH:4]=[CH:3][CH:2]=2)(=[O:9])=[O:8])=[C:19]2[C:14]=1[CH:15]=[CH:16][CH:17]=[N:18]2. The yield is 0.440. (3) The reactants are [Br:1][C:2]1[CH:7]=[C:6](I)[C:5]([Br:9])=[CH:4][C:3]=1I.[C:11]1(B(O)O)[C:20]2[C:15](=[CH:16][CH:17]=[CH:18][CH:19]=2)[CH:14]=[CH:13][CH:12]=1.[C:37]1(P([C:37]2[CH:42]=[CH:41][CH:40]=[CH:39][CH:38]=2)[C:37]2[CH:42]=[CH:41][CH:40]=[CH:39][CH:38]=2)[CH:42]=[CH:41][CH:40]=[CH:39][CH:38]=1.[OH-].[K+].[N+]([C:48]1[CH:53]=CC=[CH:50][CH:49]=1)([O-])=O. The catalyst is O. The product is [Br:1][C:2]1[CH:7]=[C:6]([C:11]2[C:20]3[C:15](=[CH:16][CH:17]=[CH:18][CH:19]=3)[CH:14]=[CH:13][CH:12]=2)[C:5]([Br:9])=[CH:4][C:3]=1[C:39]1[C:38]2[C:37](=[CH:53][CH:48]=[CH:49][CH:50]=2)[CH:42]=[CH:41][CH:40]=1. The yield is 0.700. (4) The reactants are [CH3:1][C:2]1[C:7]2[N:8]=[C:9]([C:11]3[CH:16]=[CH:15][C:14]([O:17]C)=[CH:13][CH:12]=3)[S:10][C:6]=2[CH:5]=[C:4]([O:19]C)[CH:3]=1.B(Br)(Br)Br. No catalyst specified. The product is [CH3:1][C:2]1[C:7]2[N:8]=[C:9]([C:11]3[CH:16]=[CH:15][C:14]([OH:17])=[CH:13][CH:12]=3)[S:10][C:6]=2[CH:5]=[C:4]([OH:19])[CH:3]=1. The yield is 0.670. (5) The reactants are [CH3:1][C@@H:2]1[O:7][C@@H:6]([O:8][C@@H:9]2[C:14]3=[C:15]([OH:32])[C:16]4[C:28](=[O:29])[C:27]5[C:22](=[CH:23][CH:24]=[CH:25][C:26]=5[O:30][CH3:31])[C:20](=[O:21])[C:17]=4[C:18]([OH:19])=[C:13]3[CH2:12][C@@:11]([OH:37])([C:33]([CH2:35][OH:36])=[O:34])[CH2:10]2)[CH2:5][C@H:4]([NH2:38])[C@@H:3]1[OH:39].Cl.CC(C)([O-])C.[K+].[C:47]1([CH3:57])[CH:52]=[CH:51][C:50]([S:53]([OH:56])(=[O:55])=[O:54])=[CH:49][CH:48]=1. The catalyst is C1COCC1. The product is [CH3:1][C@@H:2]1[O:7][C@@H:6]([O:8][C@@H:9]2[C:14]3=[C:15]([OH:32])[C:16]4[C:28](=[O:29])[C:27]5[C:22](=[CH:23][CH:24]=[CH:25][C:26]=5[O:30][CH3:31])[C:20](=[O:21])[C:17]=4[C:18]([OH:19])=[C:13]3[CH2:12][C@@:11]([OH:37])([C:33]([CH2:35][OH:36])=[O:34])[CH2:10]2)[CH2:5][C@H:4]([NH2:38])[C@@H:3]1[OH:39].[S:53]([C:50]1[CH:51]=[CH:52][C:47]([CH3:57])=[CH:48][CH:49]=1)([O-:56])(=[O:55])=[O:54]. The yield is 0.970. (6) The reactants are [CH3:1][O:2][C:3]1[CH:8]=[CH:7][C:6]([N:9]2[CH2:14][CH2:13][NH:12][CH2:11][CH2:10]2)=[CH:5][CH:4]=1.ClC(Cl)(O[C:19](=[O:25])[O:20]C(Cl)(Cl)Cl)Cl.O[N:28]1[C:32](=[O:33])[C:31]2=[CH:34][CH:35]=[CH:36][CH:37]=[C:30]2[C:29]1=[O:38].CCN(C(C)C)C(C)C. No catalyst specified. The product is [CH3:1][O:2][C:3]1[CH:4]=[CH:5][C:6]([N:9]2[CH2:14][CH2:13][N:12]([C:19]([O:20][N:28]3[C:32](=[O:33])[C:31]4[C:30](=[CH:37][CH:36]=[CH:35][CH:34]=4)[C:29]3=[O:38])=[O:25])[CH2:11][CH2:10]2)=[CH:7][CH:8]=1. The yield is 0.610. (7) The reactants are [F:1][C:2]1[CH:3]=[CH:4][C:5]2[N:9]=[C:8]([C@@H:10]([NH2:12])[CH3:11])[N:7]([C@H:13]3[CH2:16][C@@H:15]([O:17][CH3:18])[CH2:14]3)[C:6]=2[CH:19]=1.Cl[C:21]1[N:29]=[CH:28][N:27]=[C:26]2[C:22]=1[N:23]=[CH:24][N:25]2C1CCCCO1.CCN(C(C)C)C(C)C. The catalyst is CC(O)C. The product is [F:1][C:2]1[CH:3]=[CH:4][C:5]2[N:9]=[C:8]([C@@H:10]([NH:12][C:21]3[N:29]=[CH:28][N:27]=[C:26]4[C:22]=3[N:23]=[CH:24][NH:25]4)[CH3:11])[N:7]([CH:13]3[CH2:16][CH:15]([O:17][CH3:18])[CH2:14]3)[C:6]=2[CH:19]=1. The yield is 0.520.